Dataset: Reaction yield outcomes from USPTO patents with 853,638 reactions. Task: Predict the reaction yield, written as a fraction of the theoretical maximum amount of product (1.0 means a 100% yield; for example, 0.34 means a 34% yield). (1) The reactants are [CH3:1][O:2][C:3]1[CH:12]=[C:11]([CH2:13][N:14]2[CH2:20][C:19]3[CH:21]=[C:22]([O:25][CH3:26])[N:23]=[CH:24][C:18]=3[S:17][CH2:16][CH2:15]2)[CH:10]=[CH:9][C:4]=1[C:5]([O:7]C)=[O:6].CO.C1COCC1.[OH-].[Li+]. The catalyst is O. The product is [CH3:1][O:2][C:3]1[CH:12]=[C:11]([CH2:13][N:14]2[CH2:20][C:19]3[CH:21]=[C:22]([O:25][CH3:26])[N:23]=[CH:24][C:18]=3[S:17][CH2:16][CH2:15]2)[CH:10]=[CH:9][C:4]=1[C:5]([OH:7])=[O:6]. The yield is 0.410. (2) The reactants are CN(C)C=O.[Br:6][C:7]1[CH:12]=[CH:11][C:10]([CH2:13][OH:14])=[CH:9][CH:8]=1.[H-].[Na+].Cl[C:18]1[C:23]([F:24])=[CH:22][CH:21]=[CH:20][N:19]=1. The catalyst is O. The product is [Br:6][C:7]1[CH:12]=[CH:11][C:10]([CH2:13][O:14][C:18]2[C:23]([F:24])=[CH:22][CH:21]=[CH:20][N:19]=2)=[CH:9][CH:8]=1. The yield is 0.980. (3) The reactants are [Cl:1][C:2]1[CH:19]=[C:18]([Cl:20])[CH:17]=[CH:16][C:3]=1[O:4][C:5]1[N:12]=[C:11]([O:13][CH2:14][CH3:15])[CH:10]=[CH:9][C:6]=1[CH:7]=O.C(OP([CH2:29][C:30]([O:32][CH2:33][CH3:34])=[O:31])(OCC)=O)C.[H-].[Na+].O. The catalyst is O1CCCC1. The product is [Cl:1][C:2]1[CH:19]=[C:18]([Cl:20])[CH:17]=[CH:16][C:3]=1[O:4][C:5]1[C:6](/[CH:7]=[CH:29]/[C:30]([O:32][CH2:33][CH3:34])=[O:31])=[CH:9][CH:10]=[C:11]([O:13][CH2:14][CH3:15])[N:12]=1. The yield is 0.890. (4) The reactants are [CH2:1]([O:8][C:9]1[CH:16]=[CH:15][C:12]([CH:13]=O)=[CH:11][CH:10]=1)[C:2]1[CH:7]=[CH:6][CH:5]=[CH:4][CH:3]=1.[CH:17]1([NH:22][OH:23])[CH2:21][CH2:20][CH2:19][CH2:18]1. The catalyst is C(Cl)(Cl)Cl. The product is [CH2:1]([O:8][C:9]1[CH:16]=[CH:15][C:12]([CH:13]=[N+:22]([CH:17]2[CH2:21][CH2:20][CH2:19][CH2:18]2)[O-:23])=[CH:11][CH:10]=1)[C:2]1[CH:7]=[CH:6][CH:5]=[CH:4][CH:3]=1. The yield is 0.851. (5) The reactants are Cl.[F:2][C:3]1[C:8]([NH:9][C:10]2[C:15]([C:16]3[N:24]=[CH:23][N:22]=[C:21]4[C:17]=3[N:18]=[CH:19][N:20]4C3CCCCO3)=[CH:14][CH:13]=[CH:12][N:11]=2)=[C:7]([F:31])[CH:6]=[CH:5][C:4]=1[NH:32][S:33]([N:36]1[CH2:41][CH2:40][O:39][CH2:38][CH2:37]1)(=[O:35])=[O:34]. No catalyst specified. The product is [N:24]1[C:16]([C:15]2[C:10]([NH:9][C:8]3[C:3]([F:2])=[C:4]([NH:32][S:33]([N:36]4[CH2:41][CH2:40][O:39][CH2:38][CH2:37]4)(=[O:34])=[O:35])[CH:5]=[CH:6][C:7]=3[F:31])=[N:11][CH:12]=[CH:13][CH:14]=2)=[C:17]2[C:21]([NH:20][CH:19]=[N:18]2)=[N:22][CH:23]=1. The yield is 0.940. (6) The reactants are [H-].[Na+].C(OCCOCCO)C.Cl[C:13]1[CH:19]=[CH:18][C:17]([C:20]([F:23])([F:22])[F:21])=[CH:16][C:14]=1[NH2:15].[C:24](=[S:26])=[S:25]. No catalyst specified. The product is [SH:26][C:24]1[S:25][C:13]2[CH:19]=[CH:18][C:17]([C:20]([F:23])([F:22])[F:21])=[CH:16][C:14]=2[N:15]=1. The yield is 0.440. (7) The reactants are C(Cl)(=O)C(Cl)=O.CS(C)=O.[CH3:11][C:12]1[CH:25]=[CH:24][C:15]([CH2:16][N:17]2[CH2:22][CH2:21][CH:20]([OH:23])[CH2:19][CH2:18]2)=[CH:14][CH:13]=1.C(N(CC)CC)C.[Cl-].[NH4+]. The yield is 0.810. The catalyst is C(Cl)Cl. The product is [CH3:11][C:12]1[CH:13]=[CH:14][C:15]([CH2:16][N:17]2[CH2:18][CH2:19][C:20](=[O:23])[CH2:21][CH2:22]2)=[CH:24][CH:25]=1.